This data is from Reaction yield outcomes from USPTO patents with 853,638 reactions. The task is: Predict the reaction yield, written as a fraction of the theoretical maximum amount of product (1.0 means a 100% yield; for example, 0.34 means a 34% yield). (1) The reactants are [H-].[Al+3].[Li+].[H-].[H-].[H-].[CH2:7]([O:16][C:17]1[CH:18]=[C:19]([CH:24]=[C:25]([O:27][CH2:28][CH2:29][CH2:30][CH2:31][CH2:32][CH2:33][CH2:34][CH2:35][CH3:36])[CH:26]=1)[C:20](OC)=[O:21])[CH2:8][CH2:9][CH2:10][CH2:11][CH2:12][CH2:13][CH2:14][CH3:15]. The catalyst is CCOCC. The product is [CH2:28]([O:27][C:25]1[CH:24]=[C:19]([CH:18]=[C:17]([O:16][CH2:7][CH2:8][CH2:9][CH2:10][CH2:11][CH2:12][CH2:13][CH2:14][CH3:15])[CH:26]=1)[CH2:20][OH:21])[CH2:29][CH2:30][CH2:31][CH2:32][CH2:33][CH2:34][CH2:35][CH3:36]. The yield is 0.718. (2) The reactants are [CH3:1][CH:2]1[CH2:6][C:5]2[C:7]([CH3:19])=[C:8]([N:13]3[CH2:18][CH2:17][NH:16][CH2:15][CH2:14]3)[C:9]([CH3:12])=[C:10]([CH3:11])[C:4]=2[O:3]1.Br[C:21]1[CH:26]=[CH:25][C:24]([O:27][CH3:28])=[C:23]([CH3:29])[CH:22]=1.C1C=CC(P(C2C(C3C(P(C4C=CC=CC=4)C4C=CC=CC=4)=CC=C4C=3C=CC=C4)=C3C(C=CC=C3)=CC=2)C2C=CC=CC=2)=CC=1.CC(C)([O-])C.[Na+]. The catalyst is C([O-])(=O)C.[Pd+2].C([O-])(=O)C.O.C1(C)C=CC=CC=1. The product is [CH3:28][O:27][C:24]1[CH:25]=[CH:26][C:21]([N:16]2[CH2:15][CH2:14][N:13]([C:8]3[C:9]([CH3:12])=[C:10]([CH3:11])[C:4]4[O:3][CH:2]([CH3:1])[CH2:6][C:5]=4[C:7]=3[CH3:19])[CH2:18][CH2:17]2)=[CH:22][C:23]=1[CH3:29]. The yield is 0.190. (3) The reactants are C([O:5][C:6]([C:8]1[C:16]2[C:11](=[CH:12][C:13]([C:17]3(O)[CH2:22][CH2:21][O:20][CH2:19][CH2:18]3)=[CH:14][CH:15]=2)[NH:10][N:9]=1)=[O:7])(C)(C)C. The catalyst is FC(F)(F)C(O)=O. The product is [O:20]1[CH2:19][CH:18]=[C:17]([C:13]2[CH:12]=[C:11]3[C:16]([C:8]([C:6]([OH:7])=[O:5])=[N:9][NH:10]3)=[CH:15][CH:14]=2)[CH2:22][CH2:21]1. The yield is 0.760. (4) The reactants are [N:1]1([C:7]2[CH:8]=[C:9]([C:31]([O:33]C)=[O:32])[C:10]3[N:14]=[C:13]([C:15]([F:18])([F:17])[F:16])[N:12]([CH2:19][C:20]4[C:29]5[C:24](=[CH:25][CH:26]=[CH:27][CH:28]=5)[CH:23]=[CH:22][CH:21]=4)[C:11]=3[CH:30]=2)[CH2:6][CH2:5][O:4][CH2:3][CH2:2]1.[OH-].[Na+].Cl. The catalyst is CO. The product is [N:1]1([C:7]2[CH:8]=[C:9]([C:31]([OH:33])=[O:32])[C:10]3[N:14]=[C:13]([C:15]([F:18])([F:16])[F:17])[N:12]([CH2:19][C:20]4[C:29]5[C:24](=[CH:25][CH:26]=[CH:27][CH:28]=5)[CH:23]=[CH:22][CH:21]=4)[C:11]=3[CH:30]=2)[CH2:2][CH2:3][O:4][CH2:5][CH2:6]1. The yield is 0.820. (5) The reactants are [Br:1][C:2]1[S:6][C:5]([C:7]([OH:9])=[O:8])=[CH:4][CH:3]=1.CI.[C:12](=O)([O-])[O-].[K+].[K+]. The catalyst is CN(C=O)C. The product is [Br:1][C:2]1[S:6][C:5]([C:7]([O:9][CH3:12])=[O:8])=[CH:4][CH:3]=1. The yield is 0.790. (6) The reactants are [Cl:1][C:2]1[C:3]([O:12][C:13]2[CH:18]=[C:17]([O:19][CH2:20][CH2:21][O:22][CH3:23])[CH:16]=[CH:15][C:14]=2/[CH:24]=[CH:25]/[CH2:26][OH:27])=[N:4][CH:5]=[C:6]([C:8]([F:11])([F:10])[F:9])[CH:7]=1.C(N(CC)C(C)C)(C)C.[Cl:37][C:38]1[CH:43]=[CH:42][C:41]([S:44]([N:47]=[C:48]=[O:49])(=[O:46])=[O:45])=[CH:40][CH:39]=1.Cl. The catalyst is C(#N)C.C(OCC)(=O)C. The product is [OH2:12].[OH2:45].[Cl:37][C:38]1[CH:39]=[CH:40][C:41]([S:44]([NH:47][C:48](=[O:49])[O:27][CH2:26]/[CH:25]=[CH:24]/[C:14]2[CH:15]=[CH:16][C:17]([O:19][CH2:20][CH2:21][O:22][CH3:23])=[CH:18][C:13]=2[O:12][C:3]2[C:2]([Cl:1])=[CH:7][C:6]([C:8]([F:9])([F:11])[F:10])=[CH:5][N:4]=2)(=[O:45])=[O:46])=[CH:42][CH:43]=1. The yield is 0.520. (7) The reactants are Cl[C:2]1[C:11]2[C:6](=[CH:7][CH:8]=[C:9]([Cl:12])[N:10]=2)[N:5]=[CH:4][C:3]=1[C:13](=[O:15])[CH3:14].[N:16]1([CH2:21][CH:22]2[CH2:27][CH2:26][CH:25]([NH2:28])[CH2:24][CH2:23]2)[CH2:20][CH2:19][CH2:18][CH2:17]1. No catalyst specified. The product is [Cl:12][C:9]1[N:10]=[C:11]2[C:6](=[CH:7][CH:8]=1)[N:5]=[CH:4][C:3]([C:13](=[O:15])[CH3:14])=[C:2]2[NH:28][C@H:25]1[CH2:24][CH2:23][C@H:22]([CH2:21][N:16]2[CH2:20][CH2:19][CH2:18][CH2:17]2)[CH2:27][CH2:26]1. The yield is 0.190.